This data is from Full USPTO retrosynthesis dataset with 1.9M reactions from patents (1976-2016). The task is: Predict the reactants needed to synthesize the given product. Given the product [Br:21][C:13]1[N:9]([C:3]2[CH:4]=[CH:5][CH:6]=[C:7]([Cl:8])[C:2]=2[Cl:1])[N:10]=[CH:11][N:12]=1, predict the reactants needed to synthesize it. The reactants are: [Cl:1][C:2]1[C:7]([Cl:8])=[CH:6][CH:5]=[CH:4][C:3]=1[N:9]1[CH:13]=[N:12][CH:11]=[N:10]1.C1C(=O)N([Br:21])C(=O)C1.CC(N=NC(C#N)(C)C)(C#N)C.